Dataset: Full USPTO retrosynthesis dataset with 1.9M reactions from patents (1976-2016). Task: Predict the reactants needed to synthesize the given product. Given the product [Cl:32][C:29]1[S:28][C:27]([NH:26][C:38](=[O:20])[CH2:39][C:2]2[NH:1][C:9]3[C:4]([CH:3]=2)=[CH:5][CH:6]=[CH:7][CH:8]=3)=[N:31][CH:30]=1, predict the reactants needed to synthesize it. The reactants are: [NH:1]1[C:9]2[C:4](=[CH:5][CH:6]=[CH:7][CH:8]=2)[C:3](CC(O)=O)=[CH:2]1.C1N=CN(C(N2C=NC=C2)=[O:20])C=1.[NH2:26][C:27]1[S:28][C:29]([Cl:32])=[CH:30][N:31]=1.CCN([CH2:38][CH3:39])CC.